This data is from Reaction yield outcomes from USPTO patents with 853,638 reactions. The task is: Predict the reaction yield, written as a fraction of the theoretical maximum amount of product (1.0 means a 100% yield; for example, 0.34 means a 34% yield). (1) The reactants are [CH3:1][C:2]1[N:3]=[CH:4][C:5]([NH2:8])=[N:6][CH:7]=1.N1C=CC=CC=1.[Br:15]Br.O. The catalyst is C(Cl)(Cl)Cl. The product is [Br:15][C:4]1[C:5]([NH2:8])=[N:6][CH:7]=[C:2]([CH3:1])[N:3]=1. The yield is 0.564. (2) The reactants are [Br:1][C:2]1[CH:3]=[C:4]([C:9]23[CH2:16][CH:15]([OH:17])[CH2:14][CH:13]2[CH2:12][O:11][N:10]3[CH2:18][C:19]2[CH:24]=[CH:23][C:22]([O:25][CH3:26])=[CH:21][CH:20]=2)[CH:5]=[CH:6][C:7]=1[F:8].I[CH:28]([CH3:30])[CH3:29]. The catalyst is ClCCl.FC(F)(F)S([O-])(=O)=O.[Ag+]. The product is [Br:1][C:2]1[CH:3]=[C:4]([C:9]23[CH2:16][CH:15]([O:17][CH:28]([CH3:30])[CH3:29])[CH2:14][CH:13]2[CH2:12][O:11][N:10]3[CH2:18][C:19]2[CH:20]=[CH:21][C:22]([O:25][CH3:26])=[CH:23][CH:24]=2)[CH:5]=[CH:6][C:7]=1[F:8]. The yield is 0.250. (3) The reactants are Cl[C:2]1[N:7]=[C:6]([CH3:8])[N:5]=[C:4]([NH2:9])[CH:3]=1.[Cl:10][C:11]1[CH:12]=[C:13](B(O)O)[C:14]([F:17])=[N:15][CH:16]=1.C([O-])(=O)C.[K+].C([O-])([O-])=O.[Na+].[Na+]. The catalyst is O1CCOCC1.CCO.O.C1C=CC([P]([Pd]([P](C2C=CC=CC=2)(C2C=CC=CC=2)C2C=CC=CC=2)([P](C2C=CC=CC=2)(C2C=CC=CC=2)C2C=CC=CC=2)[P](C2C=CC=CC=2)(C2C=CC=CC=2)C2C=CC=CC=2)(C2C=CC=CC=2)C2C=CC=CC=2)=CC=1. The product is [Cl:10][C:11]1[CH:12]=[C:13]([C:2]2[N:7]=[C:6]([CH3:8])[N:5]=[C:4]([NH2:9])[CH:3]=2)[C:14]([F:17])=[N:15][CH:16]=1. The yield is 0.680. (4) The reactants are Br[C:2]1[CH:3]=[C:4]2[C:10]([C:11]3[CH:12]=[N:13][N:14]([CH2:16][CH2:17][C:18]4[CH:23]=[CH:22][CH:21]=[CH:20][CH:19]=4)[CH:15]=3)=[CH:9][N:8]([S:24]([C:27]3[CH:33]=[CH:32][C:30]([CH3:31])=[CH:29][CH:28]=3)(=[O:26])=[O:25])[C:5]2=[N:6][CH:7]=1.[F:34][C:35]1[CH:40]=[CH:39][C:38](B2OC(C)(C)C(C)(C)O2)=[CH:37][C:36]=1[NH:50][S:51]([CH3:54])(=[O:53])=[O:52].C(=O)([O-])[O-].[Na+].[Na+]. The catalyst is COCCOC.O.Cl[Pd](Cl)([P](C1C=CC=CC=1)(C1C=CC=CC=1)C1C=CC=CC=1)[P](C1C=CC=CC=1)(C1C=CC=CC=1)C1C=CC=CC=1. The product is [F:34][C:35]1[CH:40]=[CH:39][C:38]([C:2]2[CH:3]=[C:4]3[C:10]([C:11]4[CH:12]=[N:13][N:14]([CH2:16][CH2:17][C:18]5[CH:19]=[CH:20][CH:21]=[CH:22][CH:23]=5)[CH:15]=4)=[CH:9][N:8]([S:24]([C:27]4[CH:33]=[CH:32][C:30]([CH3:31])=[CH:29][CH:28]=4)(=[O:26])=[O:25])[C:5]3=[N:6][CH:7]=2)=[CH:37][C:36]=1[NH:50][S:51]([CH3:54])(=[O:53])=[O:52]. The yield is 0.641. (5) The reactants are Br[C:2]1[CH:7]=[CH:6][C:5](/[N:8]=[C:9]2\[C:10](=[O:24])[N:11]([C:18]3[CH:23]=[CH:22][CH:21]=[CH:20][CH:19]=3)[C:12]3[C:17]\2=[CH:16][CH:15]=[CH:14][CH:13]=3)=[CH:4][CH:3]=1.[S:25]1[CH:29]=[CH:28][C:27](B(O)O)=[CH:26]1.C([O-])([O-])=O.[Na+].[Na+]. The catalyst is C1COCC1.C1C=CC([P]([Pd]([P](C2C=CC=CC=2)(C2C=CC=CC=2)C2C=CC=CC=2)([P](C2C=CC=CC=2)(C2C=CC=CC=2)C2C=CC=CC=2)[P](C2C=CC=CC=2)(C2C=CC=CC=2)C2C=CC=CC=2)(C2C=CC=CC=2)C2C=CC=CC=2)=CC=1. The product is [C:18]1([N:11]2[C:12]3[C:17](=[CH:16][CH:15]=[CH:14][CH:13]=3)/[C:9](=[N:8]/[C:5]3[CH:6]=[CH:7][C:2]([C:27]4[CH:28]=[CH:29][S:25][CH:26]=4)=[CH:3][CH:4]=3)/[C:10]2=[O:24])[CH:23]=[CH:22][CH:21]=[CH:20][CH:19]=1. The yield is 0.350. (6) The reactants are [CH3:1][O:2][CH2:3][CH2:4][CH2:5][O:6][C:7]1[CH:8]=[C:9]([CH:27]=[CH:28][C:29]=1[O:30][CH3:31])[CH2:10][C@H:11]([CH:24]([CH3:26])[CH3:25])[CH2:12][CH:13]([NH:16][C:17](=[O:23])[O:18][C:19]([CH3:22])([CH3:21])[CH3:20])[CH2:14][OH:15].C(N(CC)CC)C. The catalyst is CS(C)=O. The product is [CH3:1][O:2][CH2:3][CH2:4][CH2:5][O:6][C:7]1[CH:8]=[C:9]([CH:27]=[CH:28][C:29]=1[O:30][CH3:31])[CH2:10][C@H:11]([CH:24]([CH3:26])[CH3:25])[CH2:12][CH:13]([NH:16][C:17](=[O:23])[O:18][C:19]([CH3:22])([CH3:21])[CH3:20])[CH:14]=[O:15]. The yield is 0.980. (7) The reactants are [CH3:1][N:2]1[C:11]2[C:6](=[CH:7][C:8]([N+:12]([O-])=O)=[CH:9][CH:10]=2)[NH:5][C:4]([CH3:16])([CH3:15])[C:3]1=[O:17]. The catalyst is CCOC(C)=O.CCO.[Pd]. The product is [NH2:12][C:8]1[CH:7]=[C:6]2[C:11](=[CH:10][CH:9]=1)[N:2]([CH3:1])[C:3](=[O:17])[C:4]([CH3:16])([CH3:15])[NH:5]2. The yield is 1.00. (8) The reactants are [N+:1]([C:4]1[CH:9]=[CH:8][C:7]([N:10]2[CH2:15][CH2:14][O:13][CH2:12][CH2:11]2)=[CH:6][CH:5]=1)([O-])=O.N. The catalyst is CO.[Pd]. The product is [N:10]1([C:7]2[CH:8]=[CH:9][C:4]([NH2:1])=[CH:5][CH:6]=2)[CH2:11][CH2:12][O:13][CH2:14][CH2:15]1. The yield is 0.700. (9) The reactants are [Br:1][C:2]1[CH:9]=[CH:8][C:5]([CH2:6][OH:7])=[CH:4][CH:3]=1.CCN(CC)CC.[CH3:17][S:18](Cl)(=[O:20])=[O:19]. The catalyst is C(Cl)Cl. The product is [Br:1][C:2]1[CH:9]=[CH:8][C:5]([CH2:6][O:7][S:18]([CH3:17])(=[O:20])=[O:19])=[CH:4][CH:3]=1. The yield is 0.940.